This data is from Full USPTO retrosynthesis dataset with 1.9M reactions from patents (1976-2016). The task is: Predict the reactants needed to synthesize the given product. (1) Given the product [ClH:15].[NH:1]([C:2]1[CH:3]=[C:4]([CH:8]=[CH:9][CH:10]=1)[C:5]([OH:7])=[O:6])[NH2:11], predict the reactants needed to synthesize it. The reactants are: [NH2:1][C:2]1[CH:3]=[C:4]([CH:8]=[CH:9][CH:10]=1)[C:5]([OH:7])=[O:6].[N:11]([O-])=O.[Na+].[ClH:15]. (2) Given the product [CH2:1]([N:8]1[CH2:13][CH2:12][CH2:11][C@@H:10]([N:14]2[CH2:23][CH2:22][C:21]3[C:16](=[CH:17][CH:18]=[C:19]([OH:24])[CH:20]=3)[C:15]2=[O:26])[CH2:9]1)[C:2]1[CH:3]=[CH:4][CH:5]=[CH:6][CH:7]=1, predict the reactants needed to synthesize it. The reactants are: [CH2:1]([N:8]1[CH2:13][CH2:12][CH2:11][C@@H:10]([N:14]2[CH2:23][CH2:22][C:21]3[C:16](=[CH:17][CH:18]=[C:19]([O:24]C)[CH:20]=3)[C:15]2=[O:26])[CH2:9]1)[C:2]1[CH:7]=[CH:6][CH:5]=[CH:4][CH:3]=1. (3) Given the product [C:8]1([C@@:4]23[CH2:5][C@@H:3]2[CH2:2][O:1][C:6]3=[O:20])[C:17]2[C:12](=[CH:13][CH:14]=[CH:15][CH:16]=2)[CH:11]=[CH:10][CH:9]=1, predict the reactants needed to synthesize it. The reactants are: [OH:1][CH2:2][CH:3]1[CH2:5][C@@:4]1([C:8]1[C:17]2[C:12](=[CH:13][CH:14]=[CH:15][CH:16]=2)[CH:11]=[CH:10][CH:9]=1)[C:6]#N.C([OH:20])C.[OH-].[Na+].Cl. (4) Given the product [C:9]1([C:12]2[CH:17]=[CH:16][CH:15]=[CH:14][CH:13]=2)[CH:8]=[CH:7][C:6]([CH2:5][C@H:4]([NH:18][C:19](=[O:51])[C:20]2[CH:25]=[C:24]([Br:26])[CH:23]=[CH:22][C:21]=2[O:27][CH2:28][C:29]2[CH:34]=[CH:33][C:32]([O:35][CH2:36][C:37]3[CH:42]=[CH:41][CH:40]=[CH:39][CH:38]=3)=[C:31]([O:43][CH2:44][C:45]3[CH:46]=[CH:47][CH:48]=[CH:49][CH:50]=3)[CH:30]=2)[C:3]([OH:52])=[O:2])=[CH:11][CH:10]=1, predict the reactants needed to synthesize it. The reactants are: C[O:2][C:3](=[O:52])[C@@H:4]([NH:18][C:19](=[O:51])[C:20]1[CH:25]=[C:24]([Br:26])[CH:23]=[CH:22][C:21]=1[O:27][CH2:28][C:29]1[CH:34]=[CH:33][C:32]([O:35][CH2:36][C:37]2[CH:42]=[CH:41][CH:40]=[CH:39][CH:38]=2)=[C:31]([O:43][CH2:44][C:45]2[CH:50]=[CH:49][CH:48]=[CH:47][CH:46]=2)[CH:30]=1)[CH2:5][C:6]1[CH:11]=[CH:10][C:9]([C:12]2[CH:17]=[CH:16][CH:15]=[CH:14][CH:13]=2)=[CH:8][CH:7]=1.[Li+].[OH-]. (5) Given the product [OH:20][CH2:21][C:22]1[CH:27]=[C:26]([C:16]2[CH:15]=[CH:14][C:13]([O:12][CH2:11][C:8]3[S:9][CH:10]=[C:6]([C:4]([OH:3])=[O:5])[N:7]=3)=[CH:18][CH:17]=2)[CH:25]=[CH:24][CH:23]=1, predict the reactants needed to synthesize it. The reactants are: C([O:3][C:4]([C:6]1[N:7]=[C:8]([CH2:11][O:12][C:13]2[CH:18]=[CH:17][C:16](I)=[CH:15][CH:14]=2)[S:9][CH:10]=1)=[O:5])C.[OH:20][CH2:21][C:22]1[CH:23]=[C:24](B(O)O)[CH:25]=[CH:26][CH:27]=1.